The task is: Predict the reactants needed to synthesize the given product.. This data is from Full USPTO retrosynthesis dataset with 1.9M reactions from patents (1976-2016). (1) Given the product [Cl:1][C:2]1[CH:3]=[N:4][CH:5]=[C:6]([Cl:10])[C:7]=1[CH2:8][OH:9], predict the reactants needed to synthesize it. The reactants are: [Cl:1][C:2]1[CH:3]=[N:4][CH:5]=[C:6]([Cl:10])[C:7]=1[CH:8]=[O:9].[BH4-].[Na+].O. (2) The reactants are: [Si:1]([O:8][CH2:9][C@H:10]1[C@H:14]([O:15][CH:16]2[CH2:21][CH2:20][CH2:19][CH2:18][O:17]2)[CH2:13][C@H:12]([OH:22])[C@@H:11]1[CH2:23][CH2:24][CH2:25][CH2:26][CH2:27][CH2:28][C:29]([O:31][CH3:32])=[O:30])([C:4]([CH3:7])([CH3:6])[CH3:5])([CH3:3])[CH3:2].N1C=CC=CC=1.[C:39](Cl)(=[O:41])[CH3:40].O. Given the product [C:39]([O:22][C@@H:12]1[C@H:11]([CH2:23][CH2:24][CH2:25][CH2:26][CH2:27][CH2:28][C:29]([O:31][CH3:32])=[O:30])[C@@H:10]([CH2:9][O:8][Si:1]([C:4]([CH3:7])([CH3:6])[CH3:5])([CH3:2])[CH3:3])[C@H:14]([O:15][CH:16]2[CH2:21][CH2:20][CH2:19][CH2:18][O:17]2)[CH2:13]1)(=[O:41])[CH3:40], predict the reactants needed to synthesize it. (3) Given the product [NH2:16][C:10]1[CH:9]=[C:8]([C:5]2[CH:6]=[CH:7][C:2]([Cl:1])=[CH:3][CH:4]=2)[CH:13]=[CH:12][C:11]=1[CH2:14][CH3:15], predict the reactants needed to synthesize it. The reactants are: [Cl:1][C:2]1[CH:7]=[CH:6][C:5]([C:8]2[CH:13]=[CH:12][C:11]([CH2:14][CH3:15])=[C:10]([N+:16]([O-])=O)[CH:9]=2)=[CH:4][CH:3]=1.O.[Cl-].[NH4+].